Dataset: Full USPTO retrosynthesis dataset with 1.9M reactions from patents (1976-2016). Task: Predict the reactants needed to synthesize the given product. (1) The reactants are: C(OC([N:8]1[CH2:12][CH2:11][CH:10]([CH2:13][C:14](=[O:18])[N:15]([CH3:17])[CH3:16])[CH2:9]1)=O)(C)(C)C.ClC1N=C(Cl)N=C(OC)N=1.CN1CCOCC1.CNC.FC(F)(F)C(O)=O. Given the product [CH3:17][N:15]([CH3:16])[C:14](=[O:18])[CH2:13][CH:10]1[CH2:11][CH2:12][NH:8][CH2:9]1, predict the reactants needed to synthesize it. (2) Given the product [CH:23]([N:9]([C:7]([C:6]1[C:5]([C:27]([F:30])([F:28])[F:29])=[CH:4][C:3]2[O:31][CH:33]([CH:37]3[CH2:42][CH2:41][O:40][CH2:39][CH2:38]3)[C:34](=[O:35])[NH:1][C:2]=2[CH:26]=1)=[O:8])[C@@H:10]1[CH2:15][CH2:14][CH2:13][N:12]([C:16]([O:18][C:19]([CH3:20])([CH3:21])[CH3:22])=[O:17])[CH2:11]1)([CH3:24])[CH3:25], predict the reactants needed to synthesize it. The reactants are: [NH2:1][C:2]1[C:3]([OH:31])=[CH:4][C:5]([C:27]([F:30])([F:29])[F:28])=[C:6]([CH:26]=1)[C:7]([N:9]([CH:23]([CH3:25])[CH3:24])[C@@H:10]1[CH2:15][CH2:14][CH2:13][N:12]([C:16]([O:18][C:19]([CH3:22])([CH3:21])[CH3:20])=[O:17])[CH2:11]1)=[O:8].Br[CH:33]([CH:37]1[CH2:42][CH2:41][O:40][CH2:39][CH2:38]1)[C:34](Cl)=[O:35]. (3) Given the product [F:8][C:9]1[C:19]2[N:18]([CH3:20])[C:17](=[O:21])[O:16][CH2:15][CH2:14][C:13]=2[CH:12]=[C:11]([N:22]2[CH2:26][C@H:25]([CH2:27][NH:28][C:29](=[O:30])[CH2:2][CH3:3])[O:24][C:23]2=[O:36])[CH:10]=1, predict the reactants needed to synthesize it. The reactants are: F[C:2](F)(F)[C:3](O)=O.[F:8][C:9]1[C:19]2[N:18]([CH3:20])[C:17](=[O:21])[O:16][CH2:15][CH2:14][C:13]=2[CH:12]=[C:11]([N:22]2[CH2:26][C@H:25]([CH2:27][NH:28][C:29](=O)[O:30]C(C)(C)C)[O:24][C:23]2=[O:36])[CH:10]=1.C(OC(=O)CC)(=O)CC.C(N(C(C)C)CC)(C)C.NC[C@@H]1OC(=O)N(C2C=C(F)C3N(C)C(=O)OCCC=3C=2)C1.